The task is: Predict the reactants needed to synthesize the given product.. This data is from Full USPTO retrosynthesis dataset with 1.9M reactions from patents (1976-2016). (1) Given the product [CH3:28][O:27][C:26]([C:25]1[NH:20][C:5]2=[N:6][C:7]([C:14]3[CH:19]=[CH:18][CH:17]=[CH:16][CH:15]=3)=[CH:8][C:9]([C:10]([F:13])([F:12])[F:11])=[C:4]2[N:1]=1)=[O:23], predict the reactants needed to synthesize it. The reactants are: [N+:1]([C:4]1[C:5]([NH2:20])=[N:6][C:7]([C:14]2[CH:19]=[CH:18][CH:17]=[CH:16][CH:15]=2)=[CH:8][C:9]=1[C:10]([F:13])([F:12])[F:11])([O-])=O.CC[OH:23].C1[CH2:28][O:27][CH2:26][CH2:25]1. (2) Given the product [N:10]1[CH:16]=[CH:17][CH:18]=[C:13]([NH:12][C:30](=[O:31])[C:29]2[CH:33]=[C:25]([C:24]([F:35])([F:23])[F:34])[CH:26]=[N:27][CH:28]=2)[CH:14]=1, predict the reactants needed to synthesize it. The reactants are: F[B-](F)(F)F.C[N+](C)=C(N(C)C)O[N:10]1[C:14]2C=[CH:16][CH:17]=[CH:18][C:13]=2[N:12]=N1.[F:23][C:24]([F:35])([F:34])[C:25]1[CH:26]=[N:27][CH:28]=[C:29]([CH:33]=1)[C:30](O)=[O:31].NC1C=NC=CC=1.O.ON1C2C=CC=CC=2N=N1.C(N(CC)CC)C. (3) Given the product [C:1]([N:4]1[C:13]2[C:12]3=[N:14][C:15]([CH3:17])=[C:16]([Cl:43])[N:11]3[CH:10]=[CH:9][C:8]=2[C@@H:7]([O:18][CH2:19][CH2:20][O:21][CH3:22])[C@H:6]([O:23][C:24](=[O:29])[C:25]([CH3:26])([CH3:27])[CH3:28])[C@H:5]1[C:30]1[CH:31]=[CH:32][CH:33]=[CH:34][CH:35]=1)(=[O:3])[CH3:2], predict the reactants needed to synthesize it. The reactants are: [C:1]([N:4]1[C:13]2[C:12]3=[N:14][C:15]([CH3:17])=[CH:16][N:11]3[CH:10]=[CH:9][C:8]=2[C@@H:7]([O:18][CH2:19][CH2:20][O:21][CH3:22])[C@H:6]([O:23][C:24](=[O:29])[C:25]([CH3:28])([CH3:27])[CH3:26])[C@H:5]1[C:30]1[CH:35]=[CH:34][CH:33]=[CH:32][CH:31]=1)(=[O:3])[CH3:2].C1C(=O)N([Cl:43])C(=O)C1. (4) Given the product [C:1]([C:5]1[N:6]=[C:7]([NH:33][CH:30]([CH3:32])[CH3:31])[C:8]2[CH:14]=[C:13]([C:15]3[CH:20]=[CH:19][C:18]([Cl:21])=[CH:17][CH:16]=3)[C:12]([C:22]3[CH:27]=[CH:26][CH:25]=[CH:24][C:23]=3[Cl:28])=[N:11][C:9]=2[N:10]=1)([CH3:3])([CH3:4])[CH3:2], predict the reactants needed to synthesize it. The reactants are: [C:1]([C:5]1[N:6]=[C:7](Cl)[C:8]2[CH:14]=[C:13]([C:15]3[CH:20]=[CH:19][C:18]([Cl:21])=[CH:17][CH:16]=3)[C:12]([C:22]3[CH:27]=[CH:26][CH:25]=[CH:24][C:23]=3[Cl:28])=[N:11][C:9]=2[N:10]=1)([CH3:4])([CH3:3])[CH3:2].[CH:30]([NH2:33])([CH3:32])[CH3:31]. (5) Given the product [F:53][C:47]1[CH:48]=[C:49]([I:52])[CH:50]=[CH:51][C:46]=1[N:30]1[C:29]2[N:28]([CH3:54])[C:27](=[O:55])[CH:26]=[C:25]([O:1][C:2]3[C:3]([CH3:16])=[C:4]([NH:8][C:9](=[O:15])[O:10][C:11]([CH3:12])([CH3:13])[CH3:14])[CH:5]=[CH:6][CH:7]=3)[C:34]=2[C:33](=[O:35])[N:32]([CH2:36][C:37]2[CH:38]=[CH:39][C:40]([O:43][CH3:44])=[CH:41][CH:42]=2)[C:31]1=[O:45], predict the reactants needed to synthesize it. The reactants are: [OH:1][C:2]1[C:3]([CH3:16])=[C:4]([NH:8][C:9](=[O:15])[O:10][C:11]([CH3:14])([CH3:13])[CH3:12])[CH:5]=[CH:6][CH:7]=1.[H-].[Na+].FC(F)(F)S(O[C:25]1[C:34]2[C:33](=[O:35])[N:32]([CH2:36][C:37]3[CH:42]=[CH:41][C:40]([O:43][CH3:44])=[CH:39][CH:38]=3)[C:31](=[O:45])[N:30]([C:46]3[CH:51]=[CH:50][C:49]([I:52])=[CH:48][C:47]=3[F:53])[C:29]=2[N:28]([CH3:54])[C:27](=[O:55])[CH:26]=1)(=O)=O.